This data is from Full USPTO retrosynthesis dataset with 1.9M reactions from patents (1976-2016). The task is: Predict the reactants needed to synthesize the given product. (1) Given the product [CH3:23][N:24]([CH:26]=[N:20][C:18]([C:3]1[C:2](=[O:1])[CH:7]=[CH:6][N:5]([C:8]2[CH:13]=[CH:12][CH:11]=[C:10]([C:14]([F:17])([F:16])[F:15])[CH:9]=2)[N:4]=1)=[O:19])[CH3:25], predict the reactants needed to synthesize it. The reactants are: [O:1]=[C:2]1[CH:7]=[CH:6][N:5]([C:8]2[CH:13]=[CH:12][CH:11]=[C:10]([C:14]([F:17])([F:16])[F:15])[CH:9]=2)[N:4]=[C:3]1[C:18]([NH2:20])=[O:19].CO[CH:23](OC)[N:24]([CH3:26])[CH3:25]. (2) Given the product [CH:1]([C:4]1[N:5]=[C:6]([C:9]2[CH:18]=[C:17]([O:19][CH:20]3[CH2:37][CH:36]4[CH:22]([C:23](=[O:43])[N:24]([CH3:42])[CH2:25][CH2:26][CH2:27][CH2:28][CH:29]=[CH:30][CH:31]5[C:33]([C:39]([NH:66][S:63]([C:60]6([CH3:59])[CH2:62][CH2:61]6)(=[O:65])=[O:64])=[O:40])([NH:34][C:35]4=[O:38])[CH2:32]5)[CH2:21]3)[C:16]3[C:11](=[C:12]([CH3:46])[C:13]([O:44][CH3:45])=[CH:14][CH:15]=3)[N:10]=2)[S:7][CH:8]=1)([CH3:3])[CH3:2], predict the reactants needed to synthesize it. The reactants are: [CH:1]([C:4]1[N:5]=[C:6]([C:9]2[CH:18]=[C:17]([O:19][CH:20]3[CH2:37][CH:36]4[CH:22]([C:23](=[O:43])[N:24]([CH3:42])[CH2:25][CH2:26][CH2:27][CH2:28][CH:29]=[CH:30][CH:31]5[C:33]([C:39](O)=[O:40])([NH:34][C:35]4=[O:38])[CH2:32]5)[CH2:21]3)[C:16]3[C:11](=[C:12]([CH3:46])[C:13]([O:44][CH3:45])=[CH:14][CH:15]=3)[N:10]=2)[S:7][CH:8]=1)([CH3:3])[CH3:2].C(N1C=CN=C1)(N1C=CN=C1)=O.[CH3:59][C:60]1([S:63]([NH2:66])(=[O:65])=[O:64])[CH2:62][CH2:61]1.C1CCN2C(=NCCC2)CC1.